From a dataset of Peptide-MHC class I binding affinity with 185,985 pairs from IEDB/IMGT. Regression. Given a peptide amino acid sequence and an MHC pseudo amino acid sequence, predict their binding affinity value. This is MHC class I binding data. (1) The MHC is Patr-A0901 with pseudo-sequence Patr-A0901. The peptide sequence is AYISSEAFTPV. The binding affinity (normalized) is 0.796. (2) The peptide sequence is ITMSAFLIV. The MHC is HLA-A02:01 with pseudo-sequence HLA-A02:01. The binding affinity (normalized) is 0.584. (3) The peptide sequence is AVAKAAAAV. The binding affinity (normalized) is 0.627. The MHC is HLA-A02:02 with pseudo-sequence HLA-A02:02. (4) The MHC is Mamu-A2201 with pseudo-sequence Mamu-A2201. The peptide sequence is APQFSLWRRP. The binding affinity (normalized) is 0. (5) The peptide sequence is YELQKLNSW. The MHC is Mamu-B17 with pseudo-sequence Mamu-B17. The binding affinity (normalized) is 0.0786. (6) The peptide sequence is RYPLTFGWCF. The MHC is HLA-B08:01 with pseudo-sequence HLA-B08:01. The binding affinity (normalized) is 0.0811. (7) The peptide sequence is NSLILLEC. The MHC is H-2-Kb with pseudo-sequence H-2-Kb. The binding affinity (normalized) is 0. (8) The peptide sequence is LREPSGSDI. The MHC is Mamu-B03 with pseudo-sequence Mamu-B03. The binding affinity (normalized) is 0.248. (9) The peptide sequence is PEFDWILGWT. The MHC is HLA-B40:02 with pseudo-sequence HLA-B40:02. The binding affinity (normalized) is 0.0693.